Dataset: Full USPTO retrosynthesis dataset with 1.9M reactions from patents (1976-2016). Task: Predict the reactants needed to synthesize the given product. (1) The reactants are: [Cl:1][C:2]1[C:11]2[C:6](=[CH:7][CH:8]=[C:9]([CH:12]([C:14]3[C:15]([CH3:21])=[N:16][C:17]([CH3:20])=[CH:18][CH:19]=3)[OH:13])[CH:10]=2)[N:5]=[C:4]([O:22][CH3:23])[C:3]=1[O:24][CH:25]([CH3:27])[CH3:26]. Given the product [Cl:1][C:2]1[C:11]2[C:6](=[CH:7][CH:8]=[C:9]([C:12]([C:14]3[C:15]([CH3:21])=[N:16][C:17]([CH3:20])=[CH:18][CH:19]=3)=[O:13])[CH:10]=2)[N:5]=[C:4]([O:22][CH3:23])[C:3]=1[O:24][CH:25]([CH3:27])[CH3:26], predict the reactants needed to synthesize it. (2) Given the product [F:18][C:19]1[CH:31]=[C:30]([O:32][C:33]([F:34])([F:36])[F:35])[CH:29]=[CH:28][C:20]=1[O:21][CH:22]1[CH2:23][CH2:24][N:25]([CH2:2][C:3]([NH:5][C@@H:6]2[CH2:11][O:10][C:9]3=[N:12][C:13]([N+:15]([O-:17])=[O:16])=[CH:14][N:8]3[CH2:7]2)=[O:4])[CH2:26][CH2:27]1, predict the reactants needed to synthesize it. The reactants are: Cl[CH2:2][C:3]([NH:5][C@@H:6]1[CH2:11][O:10][C:9]2=[N:12][C:13]([N+:15]([O-:17])=[O:16])=[CH:14][N:8]2[CH2:7]1)=[O:4].[F:18][C:19]1[CH:31]=[C:30]([O:32][C:33]([F:36])([F:35])[F:34])[CH:29]=[CH:28][C:20]=1[O:21][CH:22]1[CH2:27][CH2:26][NH:25][CH2:24][CH2:23]1. (3) Given the product [C:1]([O:5][C:6]([N:8]1[CH2:12][C@@H:11]([N:13]([CH2:14][C:15]2[CH:20]=[CH:19][C:18]([C:21]#[N:22])=[CH:17][CH:16]=2)[CH3:32])[CH2:10][C@H:9]1[C:23]([N:25]1[CH2:29][CH2:28][S:27][CH2:26]1)=[O:24])=[O:7])([CH3:4])([CH3:2])[CH3:3], predict the reactants needed to synthesize it. The reactants are: [C:1]([O:5][C:6]([N:8]1[CH2:12][C@@H:11]([NH:13][CH2:14][C:15]2[CH:20]=[CH:19][C:18]([C:21]#[N:22])=[CH:17][CH:16]=2)[CH2:10][C@H:9]1[C:23]([N:25]1[CH2:29][CH2:28][S:27][CH2:26]1)=[O:24])=[O:7])([CH3:4])([CH3:3])[CH3:2].Cl.Cl.[C:32](C1C=CC(CN[C@@H]2CN[C@H](C(N3CCSC3)=O)C2)=CC=1)#N.C=O.C([BH3-])#N.[Na+]. (4) Given the product [CH:1]1([C:6]([C:13]2[S:14][C:15]([CH3:18])=[CH:16][CH:17]=2)([CH3:12])[C:7]([OH:9])=[O:8])[CH2:5][CH2:4][CH2:3][CH2:2]1, predict the reactants needed to synthesize it. The reactants are: [CH:1]1([C:6]([C:13]2[S:14][C:15]([CH3:18])=[CH:16][CH:17]=2)([CH3:12])[C:7]([O:9]CC)=[O:8])[CH2:5][CH2:4][CH2:3][CH2:2]1.[OH-].[K+].